From a dataset of Full USPTO retrosynthesis dataset with 1.9M reactions from patents (1976-2016). Predict the reactants needed to synthesize the given product. (1) Given the product [CH3:1][C:2]1[N:3]([C:8]2[N:13]=[C:12]([CH2:14][C:15]([N:17]3[C:25]4[C:20](=[CH:21][C:22]([NH:26][C:44]([C:31]5[C:32]([C:34]6[CH:39]=[CH:38][C:37]([C:40]([F:41])([F:43])[F:42])=[CH:36][CH:35]=6)=[CH:33][C:28]([CH3:27])=[CH:29][CH:30]=5)=[O:45])=[CH:23][CH:24]=4)[CH2:19][CH2:18]3)=[O:16])[CH:11]=[CH:10][CH:9]=2)[C:4]([CH3:7])=[CH:5][CH:6]=1, predict the reactants needed to synthesize it. The reactants are: [CH3:1][C:2]1[N:3]([C:8]2[N:13]=[C:12]([CH2:14][C:15]([N:17]3[C:25]4[C:20](=[CH:21][C:22]([NH2:26])=[CH:23][CH:24]=4)[CH2:19][CH2:18]3)=[O:16])[CH:11]=[CH:10][CH:9]=2)[C:4]([CH3:7])=[CH:5][CH:6]=1.[CH3:27][C:28]1[CH:33]=[C:32]([C:34]2[CH:39]=[CH:38][C:37]([C:40]([F:43])([F:42])[F:41])=[CH:36][CH:35]=2)[C:31]([C:44](O)=[O:45])=[CH:30][CH:29]=1.O.ON1C2C=CC=CC=2N=N1.CN(C)CCCN=C=NCC. (2) The reactants are: [C:1]([O:5][C:6]([NH:8][C@@H:9]([CH2:14][C:15]1[C:24]2[C:19](=[CH:20][CH:21]=[CH:22][CH:23]=2)[C:18](OS(C(F)(F)F)(=O)=O)=[CH:17][CH:16]=1)[C:10]([O:12][CH3:13])=[O:11])=[O:7])([CH3:4])([CH3:3])[CH3:2].P(C(C)(C)C)(C(C)(C)C)C(C)(C)C.[CH2:46]([NH:50][C:51](=[O:60])[O:52][CH2:53][C:54]1[CH:59]=[CH:58][CH:57]=[CH:56][CH:55]=1)[CH2:47][C:48]#[CH:49]. Given the product [CH2:53]([O:52][C:51]([NH:50][CH2:46][CH2:47][C:48]#[C:49][C:18]1[C:19]2[C:24](=[CH:23][CH:22]=[CH:21][CH:20]=2)[C:15]([CH2:14][C@H:9]([NH:8][C:6]([O:5][C:1]([CH3:4])([CH3:2])[CH3:3])=[O:7])[C:10]([O:12][CH3:13])=[O:11])=[CH:16][CH:17]=1)=[O:60])[C:54]1[CH:59]=[CH:58][CH:57]=[CH:56][CH:55]=1, predict the reactants needed to synthesize it. (3) Given the product [O:8]=[C:6]1[CH2:5][CH2:4][CH2:3][CH:2]1[C:1]([O:13][CH2:14][CH:15]=[CH2:16])=[O:12], predict the reactants needed to synthesize it. The reactants are: [C:1]([O:13][CH2:14][CH:15]=[CH2:16])(=[O:12])[CH2:2][CH2:3][CH2:4][CH2:5][C:6]([O:8]CC=C)=O.C[Si]([N-][Si](C)(C)C)(C)C.[Li+].C(O)(=O)C. (4) Given the product [CH3:5][C:6]1[CH:11]=[CH:10][CH:9]=[CH:8][C:7]=1[N+:1]([O-:4])=[O:2].[CH3:12][N:13]([CH3:17])[SH:14](=[O:16])=[O:15], predict the reactants needed to synthesize it. The reactants are: [N+:1]([O-:4])(O)=[O:2].[CH3:5][C:6]1[CH:11]=[CH:10][CH:9]=[CH:8][CH:7]=1.[CH3:12][N:13]([CH3:17])[SH:14](=[O:16])=[O:15].O. (5) Given the product [OH:5][CH:4]([CH2:25][OH:26])[CH2:2][O:3][C:1]1[C:21]2[C:15](=[N+:14]([O-:24])[C:13]3[C:12]([N+:22]=2[O-:23])=[CH:11][CH:10]=[CH:9][C:8]=3[O:7][CH3:6])[CH:16]=[CH:17][CH:18]=1, predict the reactants needed to synthesize it. The reactants are: [CH2:1]1[O:3][CH:2]1[CH2:4][OH:5].[CH3:6][O:7][C:8]1[C:13]2[N:14]([OH:24])[C:15]3[C:21](=[N+:22]([O-:23])[C:12]=2[CH:11]=[CH:10][CH:9]=1)C(=O)[CH:18]=[CH:17][CH:16]=3.[C:25]([O-])([O-])=[O:26].[K+].[K+].C1OCCOCCOCCOCCOCCOC1. (6) Given the product [CH3:1][O:2][C:3](=[O:48])[CH2:4][C@H:5]([OH:47])[CH2:6][C@H:7]([OH:46])[CH2:8][CH2:9][C:10]1[N:11]([CH:43]([CH3:45])[CH3:44])[C:12]([C:29](=[O:42])[NH:30][C:31]2[CH:36]=[CH:35][CH:34]=[C:33]([C:37](=[O:41])[N:38]([CH3:39])[CH3:40])[CH:32]=2)=[C:13]([C:22]2[CH:27]=[CH:26][C:25]([F:28])=[CH:24][CH:23]=2)[C:14]=1[C:15]1[CH:16]=[CH:17][C:18]([F:21])=[CH:19][CH:20]=1, predict the reactants needed to synthesize it. The reactants are: [CH3:1][O:2][C:3](=[O:48])[CH2:4][C@H:5]([OH:47])[CH2:6][C@H:7]([OH:46])/[CH:8]=[CH:9]/[C:10]1[N:11]([CH:43]([CH3:45])[CH3:44])[C:12]([C:29](=[O:42])[NH:30][C:31]2[CH:36]=[CH:35][CH:34]=[C:33]([C:37](=[O:41])[N:38]([CH3:40])[CH3:39])[CH:32]=2)=[C:13]([C:22]2[CH:27]=[CH:26][C:25]([F:28])=[CH:24][CH:23]=2)[C:14]=1[C:15]1[CH:20]=[CH:19][C:18]([F:21])=[CH:17][CH:16]=1.C(O)C. (7) Given the product [C:20]([O:19][C:17]([NH:16][C@@H:12]([CH:13]([CH3:15])[CH3:14])[C:11]([N:9]1[CH2:8][CH2:7][N:6]([CH2:25][C:26]2[CH:27]=[CH:28][C:29]([Cl:32])=[CH:30][CH:31]=2)[C@@H:5]([C:3]([OH:4])=[O:2])[CH2:10]1)=[O:24])=[O:18])([CH3:23])([CH3:22])[CH3:21], predict the reactants needed to synthesize it. The reactants are: C[O:2][C:3]([C@H:5]1[CH2:10][N:9]([C:11](=[O:24])[C@@H:12]([NH:16][C:17]([O:19][C:20]([CH3:23])([CH3:22])[CH3:21])=[O:18])[CH:13]([CH3:15])[CH3:14])[CH2:8][CH2:7][N:6]1[CH2:25][C:26]1[CH:31]=[CH:30][C:29]([Cl:32])=[CH:28][CH:27]=1)=[O:4].[Li+].[OH-].O.Cl. (8) Given the product [CH2:6]([NH:7][C:11]([CH:6]1[CH2:5][C:4]2[C:8](=[CH:9][CH:10]=[C:2]([Cl:1])[CH:3]=2)[NH:7]1)=[O:13])[CH2:5][CH2:4][CH3:3], predict the reactants needed to synthesize it. The reactants are: [Cl:1][C:2]1[CH:3]=[C:4]2[C:8](=[CH:9][CH:10]=1)[NH:7][CH:6]([C:11]([O:13]C)=O)[CH2:5]2. (9) Given the product [CH3:24][C:10]1[N:9]=[C:8]([C:6]2[CH:5]=[CH:4][CH:3]=[C:2]([C:31]3[CH:30]=[CH:29][CH:28]=[C:27]([S:26][CH3:25])[CH:32]=3)[N:7]=2)[CH:13]=[C:12]([C:14]2[CH:19]=[CH:18][C:17]([C:20]([F:23])([F:22])[F:21])=[CH:16][CH:15]=2)[CH:11]=1, predict the reactants needed to synthesize it. The reactants are: Br[C:2]1[N:7]=[C:6]([C:8]2[CH:13]=[C:12]([C:14]3[CH:19]=[CH:18][C:17]([C:20]([F:23])([F:22])[F:21])=[CH:16][CH:15]=3)[CH:11]=[C:10]([CH3:24])[N:9]=2)[CH:5]=[CH:4][CH:3]=1.[CH3:25][S:26][C:27]1[CH:28]=[C:29](B(O)O)[CH:30]=[CH:31][CH:32]=1. (10) Given the product [Cl:1][C:2]1[C:11]([O:12][CH2:13][C:14]2[CH:15]=[CH:16][C:17]([O:20][CH3:21])=[CH:18][CH:19]=2)=[C:10]([O:22][CH2:23][C:24]2[CH:29]=[CH:28][C:27]([O:30][CH3:31])=[CH:26][CH:25]=2)[CH:9]=[C:8]2[C:3]=1[C:4](=[O:36])[C:5]([CH2:34][N:37]1[CH2:41][CH2:40][CH2:39][CH2:38]1)=[N:6][N:7]2[CH2:32][CH3:33], predict the reactants needed to synthesize it. The reactants are: [Cl:1][C:2]1[C:11]([O:12][CH2:13][C:14]2[CH:19]=[CH:18][C:17]([O:20][CH3:21])=[CH:16][CH:15]=2)=[C:10]([O:22][CH2:23][C:24]2[CH:29]=[CH:28][C:27]([O:30][CH3:31])=[CH:26][CH:25]=2)[CH:9]=[C:8]2[C:3]=1[C:4](=[O:36])[C:5]([CH:34]=O)=[N:6][N:7]2[CH2:32][CH3:33].[NH:37]1[CH2:41][CH2:40][CH2:39][CH2:38]1.C(O[BH-](OC(=O)C)OC(=O)C)(=O)C.[Na+].